This data is from Reaction yield outcomes from USPTO patents with 853,638 reactions. The task is: Predict the reaction yield, written as a fraction of the theoretical maximum amount of product (1.0 means a 100% yield; for example, 0.34 means a 34% yield). (1) The reactants are [CH3:1][O:2][C:3]1[CH:4]=[C:5]([NH:11][CH2:12][C:13]2[C:14]([NH2:21])=[N:15][C:16]([S:19][CH3:20])=[N:17][CH:18]=2)[CH:6]=[C:7]([O:9][CH3:10])[CH:8]=1.[N:22]#[C:23]Br. The catalyst is CN(C)C=O. The product is [CH3:10][O:9][C:7]1[CH:6]=[C:5]([N:11]2[CH2:12][C:13]3[C:14](=[N:15][C:16]([S:19][CH3:20])=[N:17][CH:18]=3)[N:21]=[C:23]2[NH2:22])[CH:4]=[C:3]([O:2][CH3:1])[CH:8]=1. The yield is 0.240. (2) The reactants are C(Cl)(=O)OC.C(N(CC)CC)C.[CH2:13]([C:15]1[C:20]([O:21]C(OC)=O)=[CH:19][C:18]([O:26]C(OC)=O)=[C:17]([C:31]2[CH:36]=[CH:35][CH:34]=[C:33]([CH3:37])[CH:32]=2)[C:16]=1[CH2:38][CH2:39][O:40][CH3:41])[CH3:14].[BH4-].[Na+].N. The catalyst is CO.O1CCCC1.O. The product is [CH2:13]([C:15]1[C:20]([OH:21])=[CH:19][C:18]([OH:26])=[C:17]([C:31]2[CH:36]=[CH:35][CH:34]=[C:33]([CH3:37])[CH:32]=2)[C:16]=1[CH2:38][CH2:39][O:40][CH3:41])[CH3:14]. The yield is 0.230. (3) The reactants are [F:1][C:2]1[CH:3]=[CH:4][C:5]([CH3:32])=[C:6]([CH:31]=1)[O:7][CH2:8][C:9]1[C:18]([C:19]2[CH:24]=[CH:23][C:22]([OH:25])=[CH:21][C:20]=2[O:26][CH3:27])=[CH:17][CH:16]=[C:15]2[C:10]=1[C:11]([CH3:30])=[CH:12][C:13]([CH3:29])([CH3:28])[NH:14]2.[C:33](N1C=CN=C1)(N1C=CN=C1)=[O:34].[CH3:45][N:46]([CH3:51])[CH2:47][CH2:48][NH:49][CH3:50]. The catalyst is CN(C)C1C=CN=CC=1.O1CCCC1. The product is [CH3:45][N:46]([CH3:51])[CH2:47][CH2:48][N:49]([C:33]([O:25][C:22]1[CH:23]=[CH:24][C:19]([C:18]2[C:9]([CH2:8][O:7][C:6]3[CH:31]=[C:2]([F:1])[CH:3]=[CH:4][C:5]=3[CH3:32])=[C:10]3[C:15](=[CH:16][CH:17]=2)[NH:14][C:13]([CH3:28])([CH3:29])[CH:12]=[C:11]3[CH3:30])=[C:20]([O:26][CH3:27])[CH:21]=1)=[O:34])[CH3:50]. The yield is 0.300. (4) The reactants are [Br:1][C:2]1[CH:3]=[C:4]([F:11])[C:5]([CH:8]=[N:9][OH:10])=[N:6][CH:7]=1.[CH2:12]1C(=O)N(Cl)[C:14](=[O:15])[CH2:13]1.C(O)C=C.CCN(CC)CC. The catalyst is CN(C=O)C. The product is [Br:1][C:2]1[CH:3]=[C:4]([F:11])[C:5]([C:8]2[CH2:12][CH:13]([CH2:14][OH:15])[O:10][N:9]=2)=[N:6][CH:7]=1. The yield is 0.860. (5) The reactants are [S:1](Cl)([CH3:4])(=[O:3])=[O:2].[OH:6][CH:7]1[CH2:12][CH2:11][N:10]([C:13]([O:15][C:16]([CH3:19])([CH3:18])[CH3:17])=[O:14])[CH2:9][CH2:8]1.C(N(CC)CC)C. The catalyst is ClCCl. The product is [CH3:4][S:1]([O:6][CH:7]1[CH2:8][CH2:9][N:10]([C:13]([O:15][C:16]([CH3:19])([CH3:18])[CH3:17])=[O:14])[CH2:11][CH2:12]1)(=[O:3])=[O:2]. The yield is 1.30. (6) The reactants are [C:1]([O:5][C:6]([N:8]1[CH2:13][CH2:12][N:11]([C:14]2[CH:23]=[C:22]3[C:17]([CH:18]=[C:19]([C:24](O)=[O:25])[N:20]=[CH:21]3)=[CH:16][CH:15]=2)[CH2:10][CH2:9]1)=[O:7])([CH3:4])([CH3:3])[CH3:2].[CH:27]1[CH:32]=[N:31][C:30]2N(O)N=[N:35][C:29]=2[CH:28]=1.[CH3:37]CN=C=NCCCN(C)C.CCN(C(C)C)C(C)C. The catalyst is CN(C=O)C. The product is [NH2:35][C:29]1[CH:28]=[CH:27][CH:32]=[CH:37][C:30]=1[NH:31][C:24]([C:19]1[N:20]=[CH:21][C:22]2[C:17]([CH:18]=1)=[CH:16][CH:15]=[C:14]([N:11]1[CH2:10][CH2:9][N:8]([C:6]([O:5][C:1]([CH3:4])([CH3:3])[CH3:2])=[O:7])[CH2:13][CH2:12]1)[CH:23]=2)=[O:25]. The yield is 0.750. (7) The reactants are [OH:1][C:2]1[CH:11]=[CH:10][C:9]2[O:8][C@:7]3([CH3:16])[CH2:12][CH2:13][CH2:14][O:15][C@H:6]3[C@:5]3([C:20](=[O:21])[N:19]([CH3:22])[C:18](/[N:23]=[CH:24]/[N:25]([CH3:27])[CH3:26])=[N:17]3)[C:4]=2[CH:3]=1.OC1C=CC2O[C@@]3(C)CCCO[C@H]3[C@]3(C(=O)N(C)C(/N=C/N(C)C)=N3)C=2C=1.C(N(CC)CC)C.[F:62][C:63]([F:82])([F:81])[S:64](N(C1C=CC=CC=1)[S:64]([C:63]([F:82])([F:81])[F:62])(=[O:66])=[O:65])(=[O:66])=[O:65]. The catalyst is C(Cl)Cl. The product is [F:62][C:63]([F:82])([F:81])[S:64]([O:1][C:2]1[CH:11]=[CH:10][C:9]2[O:8][C@:7]3([CH3:16])[CH2:12][CH2:13][CH2:14][O:15][C@H:6]3[C@:5]3([C:20](=[O:21])[N:19]([CH3:22])[C:18](/[N:23]=[CH:24]/[N:25]([CH3:26])[CH3:27])=[N:17]3)[C:4]=2[CH:3]=1)(=[O:66])=[O:65]. The yield is 0.240. (8) The reactants are [Br:1][C:2]1[CH:3]=[C:4]([C:8]2[CH:16]=[CH:15][CH:14]=[C:13]3[C:9]=2[CH2:10][C:11](=[O:17])[NH:12]3)[CH:5]=[CH:6][CH:7]=1.[CH2:18]([N:20]([CH2:35][CH3:36])[CH2:21][CH2:22][NH:23][C:24]([C:26]1[C:30]([CH3:31])=[C:29]([CH:32]=O)[NH:28][C:27]=1[CH3:34])=[O:25])[CH3:19]. The catalyst is C(O)C.N1CCCCC1. The product is [CH2:35]([N:20]([CH2:18][CH3:19])[CH2:21][CH2:22][NH:23][C:24]([C:26]1[C:30]([CH3:31])=[C:29]([CH:32]=[C:10]2[C:9]3[C:13](=[CH:14][CH:15]=[CH:16][C:8]=3[C:4]3[CH:5]=[CH:6][CH:7]=[C:2]([Br:1])[CH:3]=3)[NH:12][C:11]2=[O:17])[NH:28][C:27]=1[CH3:34])=[O:25])[CH3:36]. The yield is 0.670.